Predict the reactants needed to synthesize the given product. From a dataset of Full USPTO retrosynthesis dataset with 1.9M reactions from patents (1976-2016). (1) Given the product [F:19][C:20]1[CH:21]=[C:22]([C@H:26]2[N:34]3[C@@H:29]([CH2:30][CH2:31]/[C:32](=[CH:8]\[C:7]4[CH:10]=[CH:11][C:12]([N:13]5[CH:17]=[C:16]([CH3:18])[N:15]=[CH:14]5)=[C:5]([O:4][CH3:3])[CH:6]=4)/[C:33]3=[O:35])[CH2:28][CH2:27]2)[CH:23]=[CH:24][CH:25]=1, predict the reactants needed to synthesize it. The reactants are: [OH-].[Li+].[CH3:3][O:4][C:5]1[CH:6]=[C:7]([CH:10]=[CH:11][C:12]=1[N:13]1[CH:17]=[C:16]([CH3:18])[N:15]=[CH:14]1)[CH:8]=O.[F:19][C:20]1[CH:21]=[C:22]([C@H:26]2[N:34]3[C@@H:29]([CH2:30][CH2:31][CH:32](P(=O)(OCC)OCC)[C:33]3=[O:35])[CH2:28][CH2:27]2)[CH:23]=[CH:24][CH:25]=1.C(O)C. (2) The reactants are: Cl.Cl.[F:3][C:4]1[CH:9]=[CH:8][C:7]([CH:10]([N:13]2[CH2:18][CH2:17][NH:16][CH2:15][CH2:14]2)[CH2:11][NH2:12])=[CH:6][CH:5]=1.ClC1C=CC(C(N2CCN([C:37]3[C:38]4[CH2:45][CH2:44][NH:43][C:39]=4[N:40]=[CH:41][N:42]=3)CC2)CN(C)C)=CC=1F. Given the product [N:40]1[C:39]2[NH:43][CH2:44][CH2:45][C:38]=2[C:37]([N:16]2[CH2:15][CH2:14][N:13]([CH:10]([C:7]3[CH:8]=[CH:9][C:4]([F:3])=[CH:5][CH:6]=3)[CH2:11][NH2:12])[CH2:18][CH2:17]2)=[N:42][CH:41]=1, predict the reactants needed to synthesize it. (3) Given the product [CH2:1]([NH:8][C:9]([C:11]1[S:15][C:14]([N:16]2[CH2:20][CH2:19][N:18]([CH2:21][C:22]3[CH:23]=[C:24]([CH:30]=[CH:31][CH:32]=3)[C:25]([OH:27])=[O:26])[C:17]2=[O:33])=[N:13][C:12]=1[CH3:34])=[O:10])[C:2]1[CH:7]=[CH:6][CH:5]=[CH:4][CH:3]=1, predict the reactants needed to synthesize it. The reactants are: [CH2:1]([NH:8][C:9]([C:11]1[S:15][C:14]([N:16]2[CH2:20][CH2:19][N:18]([CH2:21][C:22]3[CH:23]=[C:24]([CH:30]=[CH:31][CH:32]=3)[C:25]([O:27]CC)=[O:26])[C:17]2=[O:33])=[N:13][C:12]=1[CH3:34])=[O:10])[C:2]1[CH:7]=[CH:6][CH:5]=[CH:4][CH:3]=1.C(NC(C1SC(N2CCN(CC3C=C(C=CC=3)C(OC)=O)C2=O)=NC=1C)=O)C1C=CC=CC=1. (4) Given the product [CH3:12][C:3]1[CH:4]=[C:5]([C:6]([O:8][CH3:9])=[O:7])[CH:10]=[CH:11][C:2]=1[C:14]1[CH:15]=[CH:16][CH:17]=[CH:18][C:13]=1[CH3:22], predict the reactants needed to synthesize it. The reactants are: Br[C:2]1[CH:11]=[CH:10][C:5]([C:6]([O:8][CH3:9])=[O:7])=[CH:4][C:3]=1[CH3:12].[C:13]1([CH3:22])[CH:18]=[CH:17][CH:16]=[CH:15][C:14]=1B(O)O.C(=O)([O-])[O-].[K+].[K+]. (5) Given the product [Cl:17][C:18]1[C:19]([O:59][CH2:58][C:50]23[CH2:51][CH:52]4[CH2:53][CH:54]([CH2:55][C:48]([Cl:47])([CH2:57]4)[CH2:49]2)[CH2:56]3)=[CH:20][C:21]([F:33])=[C:22]([CH:32]=1)[C:23]([NH:25][S:26](=[O:31])(=[O:30])[N:27]([CH3:29])[CH3:28])=[O:24], predict the reactants needed to synthesize it. The reactants are: ClC1C(F)=CC(F)=C(C=1)C(NS(C)(=O)=O)=O.[Cl:17][C:18]1[C:19](F)=[CH:20][C:21]([F:33])=[C:22]([CH:32]=1)[C:23]([NH:25][S:26](=[O:31])(=[O:30])[N:27]([CH3:29])[CH3:28])=[O:24].C12(CO)CC3CC(CC(C3)C1)C2.[Cl:47][C:48]12[CH2:57][CH:52]3[CH2:53][CH:54]([CH2:56][C:50]([CH2:58][OH:59])([CH2:51]3)[CH2:49]1)[CH2:55]2. (6) Given the product [C:1]1([C:7]2[S:11][C:10]([C:12]([OH:14])=[O:13])=[C:9]([N:15]([CH:16]3[CH2:17][CH2:18][C:19](=[N:36][O:35][CH2:33][CH3:34])[CH2:20][CH2:21]3)[C:23]([C@H:25]3[CH2:26][CH2:27][C@H:28]([CH3:31])[CH2:29][CH2:30]3)=[O:24])[CH:8]=2)[CH2:6][CH2:5][CH2:4][CH2:3][CH:2]=1, predict the reactants needed to synthesize it. The reactants are: [C:1]1([C:7]2[S:11][C:10]([C:12]([OH:14])=[O:13])=[C:9]([N:15]([C:23]([C@H:25]3[CH2:30][CH2:29][C@H:28]([CH3:31])[CH2:27][CH2:26]3)=[O:24])[CH:16]3[CH2:21][CH2:20][C:19](=O)[CH2:18][CH2:17]3)[CH:8]=2)[CH2:6][CH2:5][CH2:4][CH2:3][CH:2]=1.Cl.[CH2:33]([O:35][NH2:36])[CH3:34].C([O-])(=O)C.[Na+].O.